This data is from Full USPTO retrosynthesis dataset with 1.9M reactions from patents (1976-2016). The task is: Predict the reactants needed to synthesize the given product. Given the product [C:28]([C:32]1[CH:33]=[CH:34][C:35]([CH2:36][O:27][C:22]2[CH:23]=[CH:24][CH:25]=[CH:26][C:21]=2/[CH:20]=[CH:19]/[CH:7]([CH2:6][CH2:5][CH2:4][CH2:3][C:1]#[N:2])[CH2:8][C:9]2[CH:18]=[CH:17][C:12]([C:13]([O:15][CH3:16])=[O:14])=[CH:11][CH:10]=2)=[CH:38][CH:39]=1)([CH3:31])([CH3:29])[CH3:30], predict the reactants needed to synthesize it. The reactants are: [C:1]([CH2:3][CH2:4][CH2:5][CH2:6][CH:7](/[CH:19]=[CH:20]/[C:21]1[CH:26]=[CH:25][CH:24]=[CH:23][C:22]=1[OH:27])[CH2:8][C:9]1[CH:18]=[CH:17][C:12]([C:13]([O:15][CH3:16])=[O:14])=[CH:11][CH:10]=1)#[N:2].[C:28]([C:32]1[CH:39]=[CH:38][C:35]([CH2:36]Br)=[CH:34][CH:33]=1)([CH3:31])([CH3:30])[CH3:29].C(=O)([O-])[O-].[K+].[K+].